From a dataset of Full USPTO retrosynthesis dataset with 1.9M reactions from patents (1976-2016). Predict the reactants needed to synthesize the given product. (1) The reactants are: N[C:2]1[CH:3]=[C:4]2[C:9](=[CH:10][CH:11]=1)[CH:8]=[N:7][CH:6]=[CH:5]2.N([O-])=O.[Na+].[S:16]([O-:19])([O-])=[O:17].S(=O)(O)[O-].[Na+].S(=O)(=O)(O)O.C(=O)(O)[O-].[Na+].[ClH:35]. Given the product [CH:8]1[C:9]2[C:4](=[CH:3][C:2]([S:16]([Cl:35])(=[O:19])=[O:17])=[CH:11][CH:10]=2)[CH:5]=[CH:6][N:7]=1, predict the reactants needed to synthesize it. (2) Given the product [C:12]([NH:16][C:17](=[O:18])[OH:19])([CH3:15])([CH3:14])[CH3:13].[C:20]([NH:24][C:25](=[O:26])[OH:27])([CH3:23])([CH3:22])[CH3:21].[NH2:28][CH2:29][C:30]1[CH:31]=[CH:32][C:33]2[O:1][N:2]=[C:3]([NH2:16])[C:4]=2[CH:37]=1, predict the reactants needed to synthesize it. The reactants are: [OH:1][NH:2][C:3](=O)[CH3:4].CC([O-])(C)C.[K+].[C:12]([NH:16][C:17](=[O:19])[OH:18])([CH3:15])([CH3:14])[CH3:13].[C:20]([NH:24][C:25](=[O:27])[OH:26])([CH3:23])([CH3:22])[CH3:21].[NH2:28][CH2:29][C:30]1[CH:37]=C[C:33](C#N)=[C:32](F)[CH:31]=1. (3) Given the product [F:1][C:2]1[CH:7]=[CH:6][CH:5]=[C:4]([F:8])[C:3]=1[N:9]1[C:17]2[CH:16]=[CH:15][N:14]=[C:13]([O:18][CH3:19])[C:12]=2[C:11]([C:20]2[CH:21]=[CH:22][C:23]([CH:26]3[CH2:31][CH2:30][N:29]([C:41](=[O:43])[CH3:42])[CH2:28][C:27]3([F:32])[F:33])=[CH:24][CH:25]=2)=[N:10]1, predict the reactants needed to synthesize it. The reactants are: [F:1][C:2]1[CH:7]=[CH:6][CH:5]=[C:4]([F:8])[C:3]=1[N:9]1[C:17]2[CH:16]=[CH:15][N:14]=[C:13]([O:18][CH3:19])[C:12]=2[C:11]([C:20]2[CH:25]=[CH:24][C:23]([CH:26]3[CH2:31][CH2:30][NH:29][CH2:28][C:27]3([F:33])[F:32])=[CH:22][CH:21]=2)=[N:10]1.C(N(CC)CC)C.[C:41](OC(=O)C)(=[O:43])[CH3:42]. (4) Given the product [NH2:1][C:2](=[N:36][C:37](=[O:44])[C:38]1[CH:39]=[CH:40][CH:41]=[CH:42][CH:43]=1)[C:3]1[CH:8]=[CH:7][C:6]([NH:9][CH:10]([C:23]2[CH:28]=[C:27]([O:29][CH3:30])[CH:26]=[C:25]([O:31][CH2:32][CH2:33][OH:34])[C:24]=2[F:35])[C:11]2[N:15]=[C:14]([O:16][CH2:57][O:58][C:59](=[O:66])[C:60]([CH3:65])([CH3:64])[CH2:61][O:62][CH3:63])[N:13]([C:17]3[N:18]=[CH:19][CH:20]=[CH:21][N:22]=3)[N:12]=2)=[CH:5][CH:4]=1, predict the reactants needed to synthesize it. The reactants are: [NH2:1][C:2](=[N:36][C:37](=[O:44])[C:38]1[CH:43]=[CH:42][CH:41]=[CH:40][CH:39]=1)[C:3]1[CH:8]=[CH:7][C:6]([NH:9][CH:10]([C:23]2[CH:28]=[C:27]([O:29][CH3:30])[CH:26]=[C:25]([O:31][CH2:32][CH2:33][OH:34])[C:24]=2[F:35])[C:11]2[NH:15][C:14](=[O:16])[N:13]([C:17]3[N:22]=[CH:21][CH:20]=[CH:19][N:18]=3)[N:12]=2)=[CH:5][CH:4]=1.CN(C=O)C.C(=O)([O-])[O-].[Cs+].[Cs+].Cl[CH2:57][O:58][C:59](=[O:66])[C:60]([CH3:65])([CH3:64])[CH2:61][O:62][CH3:63]. (5) Given the product [F:8][C:9]1([F:16])[CH2:14][CH2:13][CH:12]([NH:35][C:36]2[CH:48]=[C:47]([N:49]3[CH2:54][CH2:53][N:52]([CH3:55])[CH2:51][CH2:50]3)[CH:46]=[CH:45][C:37]=2[C:38]([O:40][C:41]([CH3:44])([CH3:43])[CH3:42])=[O:39])[CH2:11][CH2:10]1, predict the reactants needed to synthesize it. The reactants are: FC(F)(F)C(O)=O.[F:8][C:9]1([F:16])[CH2:14][CH2:13][C:12](=O)[CH2:11][CH2:10]1.C(O[BH-](OC(=O)C)OC(=O)C)(=O)C.C[N+](C)(C)C.[NH2:35][C:36]1[CH:48]=[C:47]([N:49]2[CH2:54][CH2:53][N:52]([CH3:55])[CH2:51][CH2:50]2)[CH:46]=[CH:45][C:37]=1[C:38]([O:40][C:41]([CH3:44])([CH3:43])[CH3:42])=[O:39]. (6) Given the product [ClH:37].[ClH:37].[NH2:35][C:34]1[N:10]([C:11]2[CH:16]=[CH:15][C:14]([CH2:17][CH2:18][NH:19][C:20]([NH:22][S:23]([C:26]3[CH:27]=[CH:28][C:29]([CH3:32])=[CH:30][CH:31]=3)(=[O:25])=[O:24])=[O:21])=[CH:13][CH:12]=2)[C:3]2=[N:4][C:5]([CH3:9])=[CH:6][C:7]([CH3:8])=[C:2]2[N:1]=1, predict the reactants needed to synthesize it. The reactants are: [NH2:1][C:2]1[C:3]([NH:10][C:11]2[CH:16]=[CH:15][C:14]([CH2:17][CH2:18][NH:19][C:20]([NH:22][S:23]([C:26]3[CH:31]=[CH:30][C:29]([CH3:32])=[CH:28][CH:27]=3)(=[O:25])=[O:24])=[O:21])=[CH:13][CH:12]=2)=[N:4][C:5]([CH3:9])=[CH:6][C:7]=1[CH3:8].Br[C:34]#[N:35].C(Cl)[Cl:37].